This data is from Reaction yield outcomes from USPTO patents with 853,638 reactions. The task is: Predict the reaction yield, written as a fraction of the theoretical maximum amount of product (1.0 means a 100% yield; for example, 0.34 means a 34% yield). (1) The reactants are Br[C:2]1[C:3]([NH:9][CH3:10])=[N:4][C:5]([Cl:8])=[N:6][CH:7]=1.O1C=C[CH:13]=[C:12]1P(C1OC=CC=1)C1OC=CC=1.C(C([Sn])=C(CCCC)CCCC)CCC.[F-].[K+]. The catalyst is CN(C=O)C.C(OCC)C. The product is [Cl:8][C:5]1[N:4]=[C:3]([NH:9][CH3:10])[C:2]([CH:12]=[CH2:13])=[CH:7][N:6]=1. The yield is 0.920. (2) The reactants are [Cl:1][C:2]1[C:3]([O:12][C:13]2[CH:18]=[C:17]([O:19][CH2:20][CH2:21][O:22][CH3:23])[CH:16]=[CH:15][C:14]=2[CH2:24][C:25]([CH3:38])([CH3:37])[C:26]([NH:28][S:29]([CH2:32][CH2:33][CH2:34][CH2:35][CH3:36])(=[O:31])=[O:30])=[O:27])=[N:4][CH:5]=[C:6]([C:8]([F:11])([F:10])[F:9])[CH:7]=1.[OH-].[Na+:40]. The catalyst is CO. The product is [Cl:1][C:2]1[C:3]([O:12][C:13]2[CH:18]=[C:17]([O:19][CH2:20][CH2:21][O:22][CH3:23])[CH:16]=[CH:15][C:14]=2[CH2:24][C:25]([CH3:37])([CH3:38])[C:26]([N-:28][S:29]([CH2:32][CH2:33][CH2:34][CH2:35][CH3:36])(=[O:31])=[O:30])=[O:27])=[N:4][CH:5]=[C:6]([C:8]([F:10])([F:9])[F:11])[CH:7]=1.[Na+:40]. The yield is 0.770. (3) The reactants are [Cl:1][C:2]1[CH:7]=[CH:6][C:5]([C:8]2[C:9]([O:18][C@@H:19]([CH3:24])[C:20]([F:23])([F:22])[F:21])=[N:10][CH:11]=[C:12]([CH:17]=2)[C:13]([O:15]C)=[O:14])=[CH:4][CH:3]=1.[OH-].[Li+]. The catalyst is O1CCCC1.O. The product is [Cl:1][C:2]1[CH:3]=[CH:4][C:5]([C:8]2[C:9]([O:18][C@@H:19]([CH3:24])[C:20]([F:23])([F:21])[F:22])=[N:10][CH:11]=[C:12]([CH:17]=2)[C:13]([OH:15])=[O:14])=[CH:6][CH:7]=1. The yield is 1.00. (4) The reactants are [O:1]1[C:5]2[CH:6]=[CH:7][C:8]([C:10]34[CH2:18][CH2:17][C:16](=O)[CH2:15][CH:14]3[N:13]([CH2:20][C:21]3[CH:26]=[CH:25][CH:24]=[CH:23][CH:22]=3)[CH2:12][CH2:11]4)=[CH:9][C:4]=2[O:3][CH2:2]1.C([O-])=O.[NH4+].[BH3-]C#[N:33].[Na+]. The catalyst is CO. The product is [O:1]1[C:5]2[CH:6]=[CH:7][C:8]([C:10]34[CH2:18][CH2:17][CH:16]([NH2:33])[CH2:15][CH:14]3[N:13]([CH2:20][C:21]3[CH:26]=[CH:25][CH:24]=[CH:23][CH:22]=3)[CH2:12][CH2:11]4)=[CH:9][C:4]=2[O:3][CH2:2]1. The yield is 0.870. (5) The product is [C:21]([CH2:20][CH:19]([NH:18][C:17]([CH2:16][O:15][C:13]1[C:12]2[C:7](=[CH:8][C:9]([Cl:35])=[CH:10][C:11]=2[Cl:34])[CH:6]=[C:5]([C:3]([OH:4])=[O:2])[CH:14]=1)=[O:33])[CH2:26][C:27]1[CH:32]=[CH:31][CH:30]=[CH:29][CH:28]=1)([OH:23])=[O:22]. The reactants are C[O:2][C:3]([C:5]1[CH:14]=[C:13]([O:15][CH2:16][C:17](=[O:33])[NH:18][CH:19]([CH2:26][C:27]2[CH:32]=[CH:31][CH:30]=[CH:29][CH:28]=2)[CH2:20][C:21]([O:23]CC)=[O:22])[C:12]2[C:7](=[CH:8][C:9]([Cl:35])=[CH:10][C:11]=2[Cl:34])[CH:6]=1)=[O:4].[Li+].[OH-]. The yield is 0.610. No catalyst specified. (6) The reactants are [F:1][C:2]([F:26])([F:25])[C:3]1[CH:4]=[C:5]([NH:13][C:14]2[C:23]3[C:18](=[CH:19][CH:20]=[CH:21][CH:22]=3)[C:17](Cl)=[N:16][N:15]=2)[CH:6]=[C:7]([C:9]([F:12])([F:11])[F:10])[CH:8]=1.Cl.[CH2:28]1[C:36]2[CH:35]=[CH:34][N:33]=[CH:32][C:31]=2[CH2:30][NH:29]1.C(=O)([O-])[O-].[K+].[K+]. The catalyst is CN(C)C=O. The product is [F:1][C:2]([F:26])([F:25])[C:3]1[CH:4]=[C:5]([NH:13][C:14]2[C:23]3[C:18](=[CH:19][CH:20]=[CH:21][CH:22]=3)[C:17]([N:29]3[CH2:28][C:36]4[CH:35]=[CH:34][N:33]=[CH:32][C:31]=4[CH2:30]3)=[N:16][N:15]=2)[CH:6]=[C:7]([C:9]([F:12])([F:11])[F:10])[CH:8]=1. The yield is 0.0800. (7) The reactants are [C:1]([C:4]1[CH:17]=[CH:16][C:15]2[C:14]3[C:9](=[CH:10][CH:11]=[CH:12][CH:13]=3)[CH:8]=[CH:7][C:6]=2[CH:5]=1)(O)=[O:2].S(Cl)(Cl)=O.[NH:22]1[CH2:27][CH2:26][NH:25][CH:24]([C:28]([OH:30])=[O:29])[CH:23]1[C:31]([OH:33])=[O:32].[OH-].[Na+].Cl. The catalyst is C1C=CC=CC=1.O1CCOCC1. The product is [CH:5]1[C:6]2[CH:7]=[CH:8][C:9]3[C:14](=[CH:13][CH:12]=[CH:11][CH:10]=3)[C:15]=2[CH:16]=[CH:17][C:4]=1[C:1]([N:22]1[CH2:27][CH2:26][NH:25][C@H:24]([C:28]([OH:30])=[O:29])[C@@H:23]1[C:31]([OH:33])=[O:32])=[O:2]. The yield is 0.120. (8) The reactants are Cl.[Br:2][C:3]1[CH:15]=[CH:14][C:13]([O:16][CH3:17])=[CH:12][C:4]=1[CH2:5][CH:6]1[CH2:11][CH2:10][NH:9][CH2:8][CH2:7]1.[OH-].[Na+].[CH2:20](Br)[CH2:21][C:22]1[CH:27]=[CH:26][CH:25]=[CH:24][CH:23]=1.C(=O)([O-])[O-].[K+].[K+].[I-].[K+]. The catalyst is C(#N)C. The product is [CH2:20]([N:9]1[CH2:8][CH2:7][CH:6]([CH2:5][C:4]2[CH:12]=[C:13]([O:16][CH3:17])[CH:14]=[CH:15][C:3]=2[Br:2])[CH2:11][CH2:10]1)[CH2:21][C:22]1[CH:27]=[CH:26][CH:25]=[CH:24][CH:23]=1. The yield is 0.580. (9) The reactants are [C:1]([O:5][C:6]([N:8]1[CH2:13][CH2:12][C:11]2([C:22]3[C:17](=[CH:18][CH:19]=[CH:20][C:21]=3[CH3:23])[C:16](=[O:24])[NH:15][CH2:14]2)[CH2:10][CH2:9]1)=[O:7])([CH3:4])([CH3:3])[CH3:2].[OH-].[Na+].C(=O)([O-])[O-].[K+].[K+].[CH2:33](Br)[C:34]1[CH:39]=[CH:38][CH:37]=[CH:36][CH:35]=1. The catalyst is C1(C)C=CC=CC=1.S([O-])(O)(=O)=O.C([N+](CCCC)(CCCC)CCCC)CCC.O. The product is [CH2:33]([N:15]1[CH2:14][C:11]2([CH2:10][CH2:9][N:8]([C:6]([O:5][C:1]([CH3:4])([CH3:3])[CH3:2])=[O:7])[CH2:13][CH2:12]2)[C:22]2[C:17](=[CH:18][CH:19]=[CH:20][C:21]=2[CH3:23])[C:16]1=[O:24])[C:34]1[CH:39]=[CH:38][CH:37]=[CH:36][CH:35]=1. The yield is 0.840. (10) The reactants are ClC(Cl)(Cl)[C:3]([C:5]1[C:13]2[C:8](=[CH:9][C:10]([C:14]([N:16]3[CH2:22][C:21]4([CH3:24])[CH2:23][CH:17]3[CH2:18][C:19]([CH3:26])([CH3:25])[CH2:20]4)=[O:15])=[CH:11][CH:12]=2)[NH:7][CH:6]=1)=[O:4].C([OH:31])C.[OH-].[Na+].Cl. The yield is 0.720. The catalyst is C1COCC1. The product is [CH3:24][C:21]12[CH2:23][CH:17]([N:16]([C:14]([C:10]3[CH:9]=[C:8]4[C:13]([C:5]([C:3]([OH:31])=[O:4])=[CH:6][NH:7]4)=[CH:12][CH:11]=3)=[O:15])[CH2:22]1)[CH2:18][C:19]([CH3:25])([CH3:26])[CH2:20]2.